From a dataset of Reaction yield outcomes from USPTO patents with 853,638 reactions. Predict the reaction yield, written as a fraction of the theoretical maximum amount of product (1.0 means a 100% yield; for example, 0.34 means a 34% yield). (1) The reactants are Br[C:2]1[CH:11]=[C:10]2[C:5]([C:6](=[O:19])[C:7]([C:14]([O:16][CH2:17][CH3:18])=[O:15])=[CH:8][N:9]2[CH2:12][CH3:13])=[CH:4][CH:3]=1.[CH2:20]([NH:22][C:23]([NH:25][C:26]1[CH:31]=[C:30]([C:32]2[S:33][CH:34]=[C:35]([C:37]([F:40])([F:39])[F:38])[N:36]=2)[C:29](B2OC(C)(C)C(C)(C)O2)=[CH:28][N:27]=1)=[O:24])[CH3:21].C(=O)([O-])[O-].[Cs+].[Cs+]. The catalyst is O1CCOCC1.O.O.C(OCC)(=O)C.[Pd].C1(P(C2C=CC=CC=2)C2C=CC=CC=2)C=CC=CC=1.C1(P(C2C=CC=CC=2)C2C=CC=CC=2)C=CC=CC=1.C1(P(C2C=CC=CC=2)C2C=CC=CC=2)C=CC=CC=1.C1(P(C2C=CC=CC=2)C2C=CC=CC=2)C=CC=CC=1. The product is [CH2:12]([N:9]1[C:10]2[C:5](=[CH:4][CH:3]=[C:2]([C:29]3[CH:28]=[N:27][C:26]([NH:25][C:23](=[O:24])[NH:22][CH2:20][CH3:21])=[CH:31][C:30]=3[C:32]3[S:33][CH:34]=[C:35]([C:37]([F:40])([F:38])[F:39])[N:36]=3)[CH:11]=2)[C:6](=[O:19])[C:7]([C:14]([O:16][CH2:17][CH3:18])=[O:15])=[CH:8]1)[CH3:13]. The yield is 0.405. (2) The reactants are [Br:1][C:2]1[CH:7]=[CH:6][C:5]([OH:8])=[CH:4][C:3]=1[O:9][CH3:10].[H-].[Na+].[CH:13]([Si:16](Cl)([CH:20]([CH3:22])[CH3:21])[CH:17]([CH3:19])[CH3:18])([CH3:15])[CH3:14].C1([O-])C=CC=CC=1. The catalyst is C1COCC1.O. The product is [Br:1][C:2]1[CH:7]=[CH:6][C:5]([O:8][Si:16]([CH:20]([CH3:22])[CH3:21])([CH:17]([CH3:19])[CH3:18])[CH:13]([CH3:15])[CH3:14])=[CH:4][C:3]=1[O:9][CH3:10]. The yield is 0.980.